The task is: Predict the reactants needed to synthesize the given product.. This data is from Full USPTO retrosynthesis dataset with 1.9M reactions from patents (1976-2016). Given the product [N:36]1([C:33]2[CH:34]=[CH:35][C:30]([NH:29][C:28]([NH:16][CH:13]3[CH2:12][CH2:11][N:10]([C:4]4[C:5]5[S:9][CH:8]=[CH:7][C:6]=5[N:1]=[CH:2][N:3]=4)[CH2:15][CH2:14]3)=[O:27])=[CH:31][CH:32]=2)[CH2:37][CH2:38][CH2:39][CH2:40]1, predict the reactants needed to synthesize it. The reactants are: [N:1]1[C:6]2[CH:7]=[CH:8][S:9][C:5]=2[C:4]([N:10]2[CH2:15][CH2:14][CH:13]([NH2:16])[CH2:12][CH2:11]2)=[N:3][CH:2]=1.Cl.[N+](C1C=CC([O:27][C:28](=O)[NH:29][C:30]2[CH:35]=[CH:34][C:33]([N:36]3[CH2:40][CH2:39][CH2:38][CH2:37]3)=[CH:32][CH:31]=2)=CC=1)([O-])=O.